Dataset: Forward reaction prediction with 1.9M reactions from USPTO patents (1976-2016). Task: Predict the product of the given reaction. (1) Given the reactants [F:1][C:2]1[CH:7]=[CH:6][C:5]([CH2:8][C:9]([N:11]2[C@@H:15]([CH:16]([CH3:18])[CH3:17])[CH2:14][O:13][C:12]2=[O:19])=[O:10])=[CH:4][CH:3]=1.[CH3:20][Si]([N-][Si](C)(C)C)(C)C.[Na+].CC(O)=O, predict the reaction product. The product is: [F:1][C:2]1[CH:7]=[CH:6][C:5]([C@H:8]([CH3:20])[C:9]([N:11]2[C@@H:15]([CH:16]([CH3:17])[CH3:18])[CH2:14][O:13][C:12]2=[O:19])=[O:10])=[CH:4][CH:3]=1. (2) Given the reactants [NH:1]1[CH2:6][CH2:5][NH:4][CH2:3][CH2:2]1.[CH:7]1([CH2:10][CH2:11][NH:12][C:13]([C:15]2[N:16]=[N:17][C:18](Cl)=[CH:19][CH:20]=2)=[O:14])[CH2:9][CH2:8]1, predict the reaction product. The product is: [CH:7]1([CH2:10][CH2:11][NH:12][C:13]([C:15]2[N:16]=[N:17][C:18]([N:1]3[CH2:6][CH2:5][NH:4][CH2:3][CH2:2]3)=[CH:19][CH:20]=2)=[O:14])[CH2:9][CH2:8]1.